From a dataset of Forward reaction prediction with 1.9M reactions from USPTO patents (1976-2016). Predict the product of the given reaction. Given the reactants [CH:1]1([N:4]([CH3:11])[CH2:5]/[CH:6]=[CH:7]/[C:8]([OH:10])=O)[CH2:3][CH2:2]1.C(Cl)(=O)C(Cl)=O.[Cl:18][C:19]1[N:35]([C:36]2[CH:41]=[CH:40][CH:39]=[C:38]([NH:42][CH3:43])[CH:37]=2)[C:22]2[N:23]=[CH:24][N:25]=[C:26]([NH:27]C(=O)OC(C)(C)C)[C:21]=2[C:20]=1[C:44]1[CH:49]=[CH:48][C:47]([Cl:50])=[CH:46][CH:45]=1.C(O)(C(F)(F)F)=O, predict the reaction product. The product is: [NH2:27][C:26]1[C:21]2[C:20]([C:44]3[CH:45]=[CH:46][C:47]([Cl:50])=[CH:48][CH:49]=3)=[C:19]([Cl:18])[N:35]([C:36]3[CH:37]=[C:38]([N:42]([CH3:43])[C:8](=[O:10])/[CH:7]=[CH:6]/[CH2:5][N:4]([CH:1]4[CH2:2][CH2:3]4)[CH3:11])[CH:39]=[CH:40][CH:41]=3)[C:22]=2[N:23]=[CH:24][N:25]=1.